Predict the product of the given reaction. From a dataset of Forward reaction prediction with 1.9M reactions from USPTO patents (1976-2016). (1) Given the reactants [C:1]([NH:4][C:5]1[S:6][C:7](Cl)=[C:8]([CH3:13])[C:9]=1[C:10]([NH2:12])=[O:11])(=[O:3])[CH3:2].[C:15]1([SH:21])[CH:20]=[CH:19][CH:18]=[CH:17][CH:16]=1.C([O-])([O-])=O.[Cs+].[Cs+], predict the reaction product. The product is: [C:1]([NH:4][C:5]1[S:6][C:7]([S:21][C:15]2[CH:20]=[CH:19][CH:18]=[CH:17][CH:16]=2)=[C:8]([CH3:13])[C:9]=1[C:10]([NH2:12])=[O:11])(=[O:3])[CH3:2]. (2) Given the reactants Cl.Cl.[NH:3]1[C:11]2[C:6](=[CH:7][C:8]([C:12]3[C:20]4[C:19]([NH2:21])=[N:18][CH:17]=[N:16][C:15]=4[N:14]([CH3:22])[CH:13]=3)=[CH:9][CH:10]=2)[CH2:5][CH2:4]1.[CH3:23][C:24]1[CH:28]=[C:27]([CH3:29])[N:26]([CH2:30][C:31](O)=[O:32])[N:25]=1.CCN(C(C)C)C(C)C.C(P1(=O)OP(CCC)(=O)OP(CCC)(=O)O1)CC.C(OC(=O)C)C, predict the reaction product. The product is: [CH3:23][C:24]1[CH:28]=[C:27]([CH3:29])[N:26]([CH2:30][C:31]([N:3]2[C:11]3[C:6](=[CH:7][C:8]([C:12]4[C:20]5[C:19]([NH2:21])=[N:18][CH:17]=[N:16][C:15]=5[N:14]([CH3:22])[CH:13]=4)=[CH:9][CH:10]=3)[CH2:5][CH2:4]2)=[O:32])[N:25]=1. (3) The product is: [OH:18][C@H:15]1[CH2:16][CH2:17][C@H:12]([N:6]2[CH2:5][C:4]3[C:8](=[CH:9][CH:10]=[C:2]([B:22]4[O:23][C:24]([CH3:26])([CH3:25])[C:20]([CH3:36])([CH3:19])[O:21]4)[CH:3]=3)[C:7]2=[O:11])[CH2:13][CH2:14]1. Given the reactants Br[C:2]1[CH:3]=[C:4]2[C:8](=[CH:9][CH:10]=1)[C:7](=[O:11])[N:6]([C@H:12]1[CH2:17][CH2:16][C@H:15]([OH:18])[CH2:14][CH2:13]1)[CH2:5]2.[CH3:19][C:20]1([CH3:36])[C:24]([CH3:26])([CH3:25])[O:23][B:22]([B:22]2[O:23][C:24]([CH3:26])([CH3:25])[C:20]([CH3:36])([CH3:19])[O:21]2)[O:21]1, predict the reaction product. (4) Given the reactants F[C:2]1[CH:9]=[CH:8][CH:7]=[C:6]([I:10])[C:3]=1[CH:4]=O.[SH:11][CH2:12][C:13](=[O:15])[CH3:14].CCN(CC)CC.O, predict the reaction product. The product is: [C:13]([C:12]1[S:11][C:2]2[CH:9]=[CH:8][CH:7]=[C:6]([I:10])[C:3]=2[CH:4]=1)(=[O:15])[CH3:14]. (5) Given the reactants [CH:1]1([C@@H:4]2[C:11]3[C:7](=[N:8][NH:9][CH:10]=3)[CH:6]([CH2:12][OH:13])[NH:5]2)[CH2:3][CH2:2]1.[F:14][C:15]([F:27])([F:26])[C:16]1[CH:21]=[CH:20][C:19]([S:22](Cl)(=[O:24])=[O:23])=[CH:18][CH:17]=1, predict the reaction product. The product is: [CH:1]1([C@@H:4]2[C:11]3[C:7](=[N:8][NH:9][CH:10]=3)[CH:6]([CH2:12][OH:13])[N:5]2[S:22]([C:19]2[CH:18]=[CH:17][C:16]([C:15]([F:14])([F:26])[F:27])=[CH:21][CH:20]=2)(=[O:24])=[O:23])[CH2:3][CH2:2]1. (6) Given the reactants [NH2:1][C:2]1[CH:7]=[C:6]([C:8](=[O:10])[CH3:9])[CH:5]=[CH:4][N:3]=1.[BH4-].[Na+], predict the reaction product. The product is: [NH2:1][C:2]1[CH:7]=[C:6]([CH:8]([OH:10])[CH3:9])[CH:5]=[CH:4][N:3]=1. (7) Given the reactants CN(C)C=O.CC1C=CC(S([O:16][CH2:17][CH2:18][O:19][CH:20]2[CH2:25][CH2:24][CH2:23][CH2:22][O:21]2)(=O)=O)=CC=1.O[CH:27]1[CH2:32][CH2:31][N:30]([C:33]([O:35][CH2:36][C:37]2[CH:42]=[CH:41][CH:40]=[CH:39][CH:38]=2)=[O:34])[CH2:29][CH2:28]1.[H-].[Na+], predict the reaction product. The product is: [O:21]1[CH2:22][CH2:23][CH2:24][CH2:25][CH:20]1[O:19][CH2:18][CH2:17][O:16][CH:27]1[CH2:32][CH2:31][N:30]([C:33]([O:35][CH2:36][C:37]2[CH:38]=[CH:39][CH:40]=[CH:41][CH:42]=2)=[O:34])[CH2:29][CH2:28]1. (8) Given the reactants [CH2:1]([Li])[CH2:2][CH2:3][CH3:4].[I:6]I.C[Si](C)(C)[N-][Si](C)(C)C.[Na+].[CH2:18]([Si:20]([CH2:38][CH3:39])([CH2:36][CH3:37])[O:21][C@@H:22]([C:26]1[CH:27]=[C:28]2[C:33](=[CH:34][CH:35]=1)[N:32]=[CH:31][CH:30]=[CH:29]2)CC=O)[CH3:19], predict the reaction product. The product is: [I:6][C:3](=[CH:2][CH2:1][CH:22]([C:26]1[CH:27]=[C:28]2[C:33](=[CH:34][CH:35]=1)[N:32]=[CH:31][CH:30]=[CH:29]2)[O:21][Si:20]([CH2:38][CH3:39])([CH2:36][CH3:37])[CH2:18][CH3:19])[CH3:4].